This data is from hERG Central: cardiac toxicity at 1µM, 10µM, and general inhibition. The task is: Predict hERG channel inhibition at various concentrations. (1) Results: hERG_inhib (hERG inhibition (general)): blocker. The molecule is O=C(CSc1nc2ccccc2c(=O)n1Cc1ccco1)NCCN1C(=O)CSC1=O. (2) The molecule is CCN(C(=O)COC(=O)c1ccccc1NC(=O)c1ccco1)C1CCS(=O)(=O)C1. Results: hERG_inhib (hERG inhibition (general)): blocker.